This data is from Reaction yield outcomes from USPTO patents with 853,638 reactions. The task is: Predict the reaction yield, written as a fraction of the theoretical maximum amount of product (1.0 means a 100% yield; for example, 0.34 means a 34% yield). (1) The reactants are C[O:2][C:3]1[C:4](=O)[CH:5]([C:11](=O)[C:12]([O:14][CH2:15][CH3:16])=[O:13])[CH2:6][C:7]([CH3:10])([CH3:9])[CH:8]=1.[CH3:19][NH:20][NH2:21]. The catalyst is C(O)(=O)C.O. The product is [CH3:19][N:20]1[C:4]2[C:3](=[O:2])[CH2:8][C:7]([CH3:10])([CH3:9])[CH2:6][C:5]=2[C:11]([C:12]([O:14][CH2:15][CH3:16])=[O:13])=[N:21]1. The yield is 0.676. (2) No catalyst specified. The reactants are O[C:2]1[C:3]([C:11]([O:13][CH2:14][CH3:15])=[O:12])=[N:4][N:5]([CH3:10])[C:6](=[O:9])[C:7]=1[CH3:8].O=P(Cl)(Cl)[Cl:18]. The yield is 0.860. The product is [Cl:18][C:2]1[C:3]([C:11]([O:13][CH2:14][CH3:15])=[O:12])=[N:4][N:5]([CH3:10])[C:6](=[O:9])[C:7]=1[CH3:8]. (3) The reactants are [Br:1][C:2]1[C:3](F)=[C:4]2[C:10]([NH:11][C:12](=[O:15])[CH2:13][OH:14])=[CH:9][NH:8][C:5]2=[N:6][CH:7]=1.[NH:17]1[CH2:22][CH2:21][CH2:20][C@@H:19]([NH:23][C:24](=[O:30])[O:25][C:26]([CH3:29])([CH3:28])[CH3:27])[CH2:18]1.CCN(C(C)C)C(C)C.CC#N.O. The catalyst is CCCCO. The product is [Br:1][C:2]1[C:3]([N:17]2[CH2:22][CH2:21][CH2:20][C@@H:19]([NH:23][C:24](=[O:30])[O:25][C:26]([CH3:28])([CH3:27])[CH3:29])[CH2:18]2)=[C:4]2[C:10]([NH:11][C:12](=[O:15])[CH2:13][OH:14])=[CH:9][NH:8][C:5]2=[N:6][CH:7]=1. The yield is 0.680. (4) The reactants are [C:1]([O:5][C:6]([NH:8][C@H:9]([CH2:16]OS(C1C=CC(C)=CC=1)(=O)=O)[CH2:10][CH2:11][C:12]([O:14][CH3:15])=[O:13])=[O:7])([CH3:4])([CH3:3])[CH3:2].[N-:28]=[N+:29]=[N-:30].[Na+]. The catalyst is CN(C=O)C. The product is [N:28]([CH2:16][C@@H:9]([NH:8][C:6]([O:5][C:1]([CH3:4])([CH3:3])[CH3:2])=[O:7])[CH2:10][CH2:11][C:12]([O:14][CH3:15])=[O:13])=[N+:29]=[N-:30]. The yield is 0.800. (5) The reactants are [CH:1]([N:4]1[C:12]2[C:7](=[CH:8][CH:9]=[CH:10][CH:11]=2)[CH:6]=[CH:5]1)([CH3:3])[CH3:2].[C:13](Cl)(=[O:17])[C:14]([Cl:16])=[O:15].[N:19]1([CH2:25][CH2:26][CH2:27][NH2:28])[CH2:24][CH2:23][CH2:22][CH2:21][CH2:20]1.C(N(CC)CC)C. The catalyst is C(OCC)C.C1COCC1. The product is [ClH:16].[CH:1]([N:4]1[C:12]2[C:7](=[CH:8][CH:9]=[CH:10][CH:11]=2)[C:6]([C:13](=[O:17])[C:14]([NH:28][CH2:27][CH2:26][CH2:25][N:19]2[CH2:24][CH2:23][CH2:22][CH2:21][CH2:20]2)=[O:15])=[CH:5]1)([CH3:3])[CH3:2]. The yield is 1.00. (6) The reactants are Cl.[CH2:2]([O:9][C:10](=[O:13])[CH2:11][NH2:12])[C:3]1[CH:8]=[CH:7][CH:6]=[CH:5][CH:4]=1.C([O-])([O-])=O.[K+].[K+].[Cl:20][CH2:21][C:22](Cl)=[O:23]. The catalyst is C(Cl)Cl.O. The product is [CH2:2]([O:9][C:10](=[O:13])[CH2:11][NH:12][C:22](=[O:23])[CH2:21][Cl:20])[C:3]1[CH:8]=[CH:7][CH:6]=[CH:5][CH:4]=1. The yield is 1.00.